This data is from Full USPTO retrosynthesis dataset with 1.9M reactions from patents (1976-2016). The task is: Predict the reactants needed to synthesize the given product. Given the product [Si:1]([O:8][CH:9]([C:15]1[S:16][C:17]([C:20]2[N:25]=[C:24]([NH:26][C:27]3[CH:31]=[C:30]([CH:32]4[CH2:33][CH2:34]4)[NH:29][N:28]=3)[C:23]([Cl:35])=[CH:22][N:21]=2)=[CH:18][CH:19]=1)[C:10]([OH:12])=[O:11])([C:4]([CH3:6])([CH3:7])[CH3:5])([CH3:3])[CH3:2], predict the reactants needed to synthesize it. The reactants are: [Si:1]([O:8][CH:9]([C:15]1[S:16][C:17]([C:20]2[N:25]=[C:24]([NH:26][C:27]3[CH:31]=[C:30]([CH:32]4[CH2:34][CH2:33]4)[NH:29][N:28]=3)[C:23]([Cl:35])=[CH:22][N:21]=2)=[CH:18][CH:19]=1)[C:10]([O:12]CC)=[O:11])([C:4]([CH3:7])([CH3:6])[CH3:5])([CH3:3])[CH3:2].[OH-].[Na+].